Dataset: Peptide-MHC class I binding affinity with 185,985 pairs from IEDB/IMGT. Task: Regression. Given a peptide amino acid sequence and an MHC pseudo amino acid sequence, predict their binding affinity value. This is MHC class I binding data. The peptide sequence is IFRSDTLYL. The MHC is HLA-A24:02 with pseudo-sequence HLA-A24:02. The binding affinity (normalized) is 0.